This data is from Full USPTO retrosynthesis dataset with 1.9M reactions from patents (1976-2016). The task is: Predict the reactants needed to synthesize the given product. The reactants are: [Cl:1][C:2]1[CH:3]=[C:4]2[C:9](=[CH:10][C:11]=1[C:12](O)=[O:13])[N:8]=[CH:7][N:6]=[C:5]2[NH:15][CH:16]([C:18]1[NH:22][C:21]2[CH:23]=[CH:24][C:25]([Cl:27])=[CH:26][C:20]=2[N:19]=1)[CH3:17].FC1C(OC(N(C)C)=[N+](C)C)=C(F)C(F)=C(F)C=1F.F[P-](F)(F)(F)(F)F.C(N(C(C)C)CC)(C)C.C(OC([CH:70]([NH2:77])[CH2:71][C@@H:72]1[CH2:76][CH2:75][CH2:74][NH:73]1)=O)(C)(C)C.FC(F)(F)C(O)=O. Given the product [NH2:77][CH2:70][CH2:71][C@@H:72]1[CH2:76][CH2:75][CH2:74][N:73]1[C:12]([C:11]1[CH:10]=[C:9]2[C:4]([C:5]([NH:15][CH:16]([C:18]3[NH:22][C:21]4[CH:23]=[CH:24][C:25]([Cl:27])=[CH:26][C:20]=4[N:19]=3)[CH3:17])=[N:6][CH:7]=[N:8]2)=[CH:3][C:2]=1[Cl:1])=[O:13], predict the reactants needed to synthesize it.